This data is from Catalyst prediction with 721,799 reactions and 888 catalyst types from USPTO. The task is: Predict which catalyst facilitates the given reaction. (1) Reactant: [Cl:1][C:2]1[CH:3]=[CH:4][C:5]2[N:6]([C:8]([C:18]3[CH:23]=[CH:22][N:21]=[C:20]([NH2:24])[CH:19]=3)=[C:9]([C:11]3[CH:16]=[CH:15][CH:14]=[C:13]([CH3:17])[CH:12]=3)[N:10]=2)[N:7]=1.C(N(CC)CC)C.[C:32](Cl)(=[O:34])[CH3:33].C(=O)([O-])O.[Na+]. Product: [Cl:1][C:2]1[CH:3]=[CH:4][C:5]2[N:6]([C:8]([C:18]3[CH:23]=[CH:22][N:21]=[C:20]([NH:24][C:32](=[O:34])[CH3:33])[CH:19]=3)=[C:9]([C:11]3[CH:16]=[CH:15][CH:14]=[C:13]([CH3:17])[CH:12]=3)[N:10]=2)[N:7]=1. The catalyst class is: 120. (2) Reactant: [OH:1][C:2]1[CH:10]=[CH:9][C:5]([C:6]([OH:8])=[O:7])=[CH:4][N:3]=1.C(=O)([O-])O.[Na+].[CH2:16](O)[CH3:17]. Product: [OH:1][C:2]1[CH:10]=[CH:9][C:5]([C:6]([O:8][CH2:16][CH3:17])=[O:7])=[CH:4][N:3]=1. The catalyst class is: 65. (3) Reactant: [Cl:1][C:2]1[CH:3]=[C:4]([NH:9][C:10]2[C:19]3[C:14](=[CH:15][C:16]([O:34][C@H:35]4[CH2:39][CH2:38][O:37][CH2:36]4)=[C:17]([NH:20][CH:21]4[CH2:26][CH2:25][N:24](C(OC(C)(C)C)=O)[CH2:23][CH2:22]4)[CH:18]=3)[N:13]=[CH:12][N:11]=2)[CH:5]=[CH:6][C:7]=1[F:8].Cl. Product: [NH:24]1[CH2:23][CH2:22][CH:21]([NH:20][C:17]2[CH:18]=[C:19]3[C:14](=[CH:15][C:16]=2[O:34][C@H:35]2[CH2:39][CH2:38][O:37][CH2:36]2)[N:13]=[CH:12][N:11]=[C:10]3[NH:9][C:4]2[CH:5]=[CH:6][C:7]([F:8])=[C:2]([Cl:1])[CH:3]=2)[CH2:26][CH2:25]1. The catalyst class is: 5. (4) Reactant: [CH3:1][C:2]1[C:10]([N+:11]([O-:13])=[O:12])=[CH:9][C:5]([C:6](O)=[O:7])=[CH:4][C:3]=1[N+:14]([O-:16])=[O:15].C([N:19](CC)CC)C.COC(Cl)=O.N. The catalyst class is: 10. Product: [CH3:1][C:2]1[C:10]([N+:11]([O-:13])=[O:12])=[CH:9][C:5]([C:6]([NH2:19])=[O:7])=[CH:4][C:3]=1[N+:14]([O-:16])=[O:15]. (5) Reactant: Cl.[C:2]([NH:5][C@@H:6]([CH2:36][C:37]1[CH:42]=[C:41]([F:43])[CH:40]=[C:39]([F:44])[CH:38]=1)[C@H:7]([OH:35])[CH2:8][NH:9][CH:10]1[C:19]2[C:14](=[CH:15][CH:16]=[C:17]([CH2:20][C:21]([CH3:24])([CH3:23])[CH3:22])[CH:18]=2)[N:13](C(OCC2C=CC=CC=2)=O)[CH2:12][CH2:11]1)(=[O:4])[CH3:3]. Product: [NH4+:5].[OH-:4].[F:43][C:41]1[CH:42]=[C:37]([CH:38]=[C:39]([F:44])[CH:40]=1)[CH2:36][C@H:6]([NH:5][C:2](=[O:4])[CH3:3])[C@H:7]([OH:35])[CH2:8][NH:9][CH:10]1[C:19]2[C:14](=[CH:15][CH:16]=[C:17]([CH2:20][C:21]([CH3:24])([CH3:23])[CH3:22])[CH:18]=2)[NH:13][CH2:12][CH2:11]1. The catalyst class is: 256. (6) Reactant: [CH2:1]([O:8][C:9]1[CH:14]=[CH:13][CH:12]=[CH:11][C:10]=1[NH:15][C:16](=[O:34])[NH:17][C:18]1[CH:23]=[CH:22][C:21]([CH2:24][C:25]([O:27]C(C)(C)C)=[O:26])=[CH:20][C:19]=1[O:32][CH3:33])[C:2]1[CH:7]=[CH:6][CH:5]=[CH:4][CH:3]=1.C(O)(C(F)(F)F)=O. Product: [CH2:1]([O:8][C:9]1[CH:14]=[CH:13][CH:12]=[CH:11][C:10]=1[NH:15][C:16](=[O:34])[NH:17][C:18]1[CH:23]=[CH:22][C:21]([CH2:24][C:25]([OH:27])=[O:26])=[CH:20][C:19]=1[O:32][CH3:33])[C:2]1[CH:7]=[CH:6][CH:5]=[CH:4][CH:3]=1. The catalyst class is: 2. (7) Reactant: [CH3:1][O:2][C:3]([C:5]1[C:6]([OH:30])=[C:7]2[C:12](=[C:13](Br)[N:14]=1)[N:11]([CH2:16][C:17]1[CH:22]=[CH:21][CH:20]=[CH:19][CH:18]=1)[C:10](=[O:23])[C:9]([C:24]1[CH:29]=[CH:28][CH:27]=[CH:26][CH:25]=1)=[CH:8]2)=[O:4].[CH3:31][O:32][C:33]1[CH:34]=[N:35][CH:36]=[C:37]([Sn](CCCC)(CCCC)CCCC)[CH:38]=1.CCOC(C)=O.Cl. Product: [CH3:1][O:2][C:3]([C:5]1[C:6]([OH:30])=[C:7]2[C:12](=[C:13]([C:37]3[CH:36]=[N:35][CH:34]=[C:33]([O:32][CH3:31])[CH:38]=3)[N:14]=1)[N:11]([CH2:16][C:17]1[CH:22]=[CH:21][CH:20]=[CH:19][CH:18]=1)[C:10](=[O:23])[C:9]([C:24]1[CH:29]=[CH:28][CH:27]=[CH:26][CH:25]=1)=[CH:8]2)=[O:4]. The catalyst class is: 510. (8) Reactant: [Br:1][C:2]1[CH:7]=[CH:6][C:5]([C:8]([NH:10][NH:11][C:12]([NH:14][CH2:15][C@@H:16]2[CH2:20][CH2:19][N:18](C(OC(C)(C)C)=O)[CH2:17]2)=[O:13])=O)=[CH:4][CH:3]=1.C([O-])([O-])=O.[K+].[K+]. Product: [Br:1][C:2]1[CH:7]=[CH:6][C:5]([C:8]2[N:14]([CH2:15][C@@H:16]3[CH2:20][CH2:19][NH:18][CH2:17]3)[C:12](=[O:13])[NH:11][N:10]=2)=[CH:4][CH:3]=1. The catalyst class is: 6. (9) Reactant: [CH2:1]([O:3][C:4]([C:6]1[N:7]([CH3:21])[C:8](Br)=[C:9]([C:18]#[N:19])[C:10]=1[C:11]1[CH:16]=[CH:15][C:14]([Br:17])=[CH:13][CH:12]=1)=[O:5])[CH3:2].[C-:22]#[N:23].[K+].O.C(Cl)Cl. Product: [CH2:1]([O:3][C:4]([C:6]1[N:7]([CH3:21])[C:8]([C:22]#[N:23])=[C:9]([C:18]#[N:19])[C:10]=1[C:11]1[CH:16]=[CH:15][C:14]([Br:17])=[CH:13][CH:12]=1)=[O:5])[CH3:2]. The catalyst class is: 16. (10) Reactant: O.[Na+].[CH3:3][N:4]1[C:12]2[C:7](=[CH:8][C:9]([NH:13][C:14]([C:16]3[C:17]([C:22]4[CH:27]=[CH:26][C:25]([C:28]([F:31])([F:30])[F:29])=[CH:24][CH:23]=4)=[CH:18][CH:19]=[CH:20][CH:21]=3)=[O:15])=[CH:10][CH:11]=2)[CH:6]=[C:5]1[C:32]([O-:34])=[O:33].Cl.C(O)C. Product: [OH2:15].[CH3:3][N:4]1[C:12]2[C:7](=[CH:8][C:9]([NH:13][C:14]([C:16]3[C:17]([C:22]4[CH:27]=[CH:26][C:25]([C:28]([F:30])([F:31])[F:29])=[CH:24][CH:23]=4)=[CH:18][CH:19]=[CH:20][CH:21]=3)=[O:15])=[CH:10][CH:11]=2)[CH:6]=[C:5]1[C:32]([OH:34])=[O:33]. The catalyst class is: 6.